This data is from NCI-60 drug combinations with 297,098 pairs across 59 cell lines. The task is: Regression. Given two drug SMILES strings and cell line genomic features, predict the synergy score measuring deviation from expected non-interaction effect. (1) Drug 1: CNC(=O)C1=CC=CC=C1SC2=CC3=C(C=C2)C(=NN3)C=CC4=CC=CC=N4. Drug 2: C(=O)(N)NO. Cell line: A549. Synergy scores: CSS=10.3, Synergy_ZIP=-3.53, Synergy_Bliss=-0.706, Synergy_Loewe=-7.18, Synergy_HSA=-0.114. (2) Drug 1: CC1C(C(CC(O1)OC2CC(CC3=C2C(=C4C(=C3O)C(=O)C5=C(C4=O)C(=CC=C5)OC)O)(C(=O)C)O)N)O.Cl. Drug 2: CN(C)N=NC1=C(NC=N1)C(=O)N. Cell line: M14. Synergy scores: CSS=2.61, Synergy_ZIP=-1.24, Synergy_Bliss=-3.31, Synergy_Loewe=-20.8, Synergy_HSA=-7.21. (3) Drug 1: CN1CCC(CC1)COC2=C(C=C3C(=C2)N=CN=C3NC4=C(C=C(C=C4)Br)F)OC. Drug 2: COC1=C(C=C2C(=C1)N=CN=C2NC3=CC(=C(C=C3)F)Cl)OCCCN4CCOCC4. Cell line: CCRF-CEM. Synergy scores: CSS=24.0, Synergy_ZIP=-3.26, Synergy_Bliss=5.79, Synergy_Loewe=4.39, Synergy_HSA=5.60. (4) Drug 2: CS(=O)(=O)CCNCC1=CC=C(O1)C2=CC3=C(C=C2)N=CN=C3NC4=CC(=C(C=C4)OCC5=CC(=CC=C5)F)Cl. Cell line: UACC62. Synergy scores: CSS=10.7, Synergy_ZIP=-6.26, Synergy_Bliss=-1.29, Synergy_Loewe=-11.0, Synergy_HSA=-2.51. Drug 1: C1CN1P(=S)(N2CC2)N3CC3. (5) Drug 1: C1CN1C2=NC(=NC(=N2)N3CC3)N4CC4. Drug 2: C1=CC(=CC=C1CC(C(=O)O)N)N(CCCl)CCCl.Cl. Cell line: NCI-H522. Synergy scores: CSS=33.8, Synergy_ZIP=-11.7, Synergy_Bliss=-6.88, Synergy_Loewe=1.65, Synergy_HSA=2.69. (6) Drug 1: CC1=C(C=C(C=C1)NC2=NC=CC(=N2)N(C)C3=CC4=NN(C(=C4C=C3)C)C)S(=O)(=O)N.Cl. Drug 2: CC1=C(C=C(C=C1)C(=O)NC2=CC(=CC(=C2)C(F)(F)F)N3C=C(N=C3)C)NC4=NC=CC(=N4)C5=CN=CC=C5. Cell line: MALME-3M. Synergy scores: CSS=6.52, Synergy_ZIP=0.523, Synergy_Bliss=0.587, Synergy_Loewe=-1.15, Synergy_HSA=-1.09. (7) Drug 1: B(C(CC(C)C)NC(=O)C(CC1=CC=CC=C1)NC(=O)C2=NC=CN=C2)(O)O. Drug 2: N.N.Cl[Pt+2]Cl. Cell line: U251. Synergy scores: CSS=89.7, Synergy_ZIP=0.414, Synergy_Bliss=-1.88, Synergy_Loewe=-0.262, Synergy_HSA=1.24. (8) Drug 1: C1C(C(OC1N2C=C(C(=O)NC2=O)F)CO)O. Drug 2: CC1=C(N=C(N=C1N)C(CC(=O)N)NCC(C(=O)N)N)C(=O)NC(C(C2=CN=CN2)OC3C(C(C(C(O3)CO)O)O)OC4C(C(C(C(O4)CO)O)OC(=O)N)O)C(=O)NC(C)C(C(C)C(=O)NC(C(C)O)C(=O)NCCC5=NC(=CS5)C6=NC(=CS6)C(=O)NCCC[S+](C)C)O. Cell line: HOP-92. Synergy scores: CSS=18.4, Synergy_ZIP=-7.74, Synergy_Bliss=-0.838, Synergy_Loewe=-3.78, Synergy_HSA=-0.314.